The task is: Predict the reaction yield, written as a fraction of the theoretical maximum amount of product (1.0 means a 100% yield; for example, 0.34 means a 34% yield).. This data is from Reaction yield outcomes from USPTO patents with 853,638 reactions. (1) The reactants are [CH3:1][S:2][C:3]1[CH:4]=[C:5]([CH:9]=[CH:10][CH:11]=1)[C:6]([OH:8])=O.I.CN(C)CCCN=C=NCC.C(N(C(C)C)CC)(C)C.[CH3:33][C:34]([CH3:54])([CH3:53])[C:35]([N:37]1[C:45]2[C:40](=[CH:41][C:42]([NH:46][CH:47]3[CH2:52][CH2:51][CH2:50][NH:49][CH2:48]3)=[CH:43][CH:44]=2)[CH:39]=[N:38]1)=[O:36].Cl. The catalyst is CN(C=O)C. The product is [CH3:33][C:34]([CH3:54])([CH3:53])[C:35]([N:37]1[C:45]2[C:40](=[CH:41][C:42]([NH:46][CH:47]3[CH2:52][CH2:51][CH2:50][N:49]([C:6](=[O:8])[C:5]4[CH:9]=[CH:10][CH:11]=[C:3]([S:2][CH3:1])[CH:4]=4)[CH2:48]3)=[CH:43][CH:44]=2)[CH:39]=[N:38]1)=[O:36]. The yield is 0.530. (2) The product is [ClH:40].[ClH:40].[NH:28]1[CH2:29][CH2:30][CH:25]([NH:24][C:22]([C:19]2[CH:18]=[N:17][C:16]([O:15][CH:12]3[CH2:11][CH2:10][N:9]([C:6]4[CH:7]=[CH:8][C:3]([C:2]([F:39])([F:1])[F:38])=[CH:4][CH:5]=4)[CH2:14][CH2:13]3)=[CH:21][N:20]=2)=[O:23])[CH2:26][CH2:27]1. The catalyst is O1CCOCC1. The reactants are [F:1][C:2]([F:39])([F:38])[C:3]1[CH:8]=[CH:7][C:6]([N:9]2[CH2:14][CH2:13][CH:12]([O:15][C:16]3[N:17]=[CH:18][C:19]([C:22]([NH:24][CH:25]4[CH2:30][CH2:29][N:28](C(OC(C)(C)C)=O)[CH2:27][CH2:26]4)=[O:23])=[N:20][CH:21]=3)[CH2:11][CH2:10]2)=[CH:5][CH:4]=1.[ClH:40]. The yield is 0.990. (3) The product is [Br:1][C:18]1[C:13]2[CH:12]=[N:11][C:10]([Cl:9])=[N:15][C:14]=2[N:16]([CH2:27][C@@H:28]2[CH2:33][CH2:32][CH2:31][N:30]([C:34]([O:36][C:37]([CH3:40])([CH3:39])[CH3:38])=[O:35])[CH2:29]2)[C:17]=1[C:19]1[C:24]([Cl:25])=[CH:23][CH:22]=[CH:21][C:20]=1[Cl:26]. The reactants are [Br:1]N1C(=O)CCC1=O.[Cl:9][C:10]1[N:11]=[CH:12][C:13]2[CH:18]=[C:17]([C:19]3[C:24]([Cl:25])=[CH:23][CH:22]=[CH:21][C:20]=3[Cl:26])[N:16]([CH2:27][C@@H:28]3[CH2:33][CH2:32][CH2:31][N:30]([C:34]([O:36][C:37]([CH3:40])([CH3:39])[CH3:38])=[O:35])[CH2:29]3)[C:14]=2[N:15]=1.[O-]S([O-])(=S)=O.[Na+].[Na+]. The catalyst is CN(C=O)C.CCOC(C)=O. The yield is 0.910.